Task: Regression. Given a peptide amino acid sequence and an MHC pseudo amino acid sequence, predict their binding affinity value. This is MHC class II binding data.. Dataset: Peptide-MHC class II binding affinity with 134,281 pairs from IEDB (1) The peptide sequence is YTTEGGTKTEAEDVI. The MHC is DRB1_0405 with pseudo-sequence DRB1_0405. The binding affinity (normalized) is 0.113. (2) The peptide sequence is RWQVVAPQLPDDLMI. The MHC is DRB1_1602 with pseudo-sequence DRB1_1602. The binding affinity (normalized) is 0.217.